Dataset: Acute oral toxicity (LD50) regression data from Zhu et al.. Task: Regression/Classification. Given a drug SMILES string, predict its toxicity properties. Task type varies by dataset: regression for continuous values (e.g., LD50, hERG inhibition percentage) or binary classification for toxic/non-toxic outcomes (e.g., AMES mutagenicity, cardiotoxicity, hepatotoxicity). Dataset: ld50_zhu. (1) The compound is CNS(=O)(=O)CCNC(=O)N(CCCl)N=O. The rat oral LD50 is 3.83, given as -log10 of the dose in mol/kg body weight (higher means more acutely toxic). (2) The molecule is Cc1ccc(N=C=O)cc1N=C=O. The rat oral LD50 is 1.48, given as -log10 of the dose in mol/kg body weight (higher means more acutely toxic).